Task: Predict the reactants needed to synthesize the given product.. Dataset: Full USPTO retrosynthesis dataset with 1.9M reactions from patents (1976-2016) (1) Given the product [Br:19][C:7]1[CH2:6][CH2:5][C:4]2[C:9](=[CH:10][CH:11]=[C:2]([Cl:1])[CH:3]=2)[C:8]=1[CH:15]=[O:16], predict the reactants needed to synthesize it. The reactants are: [Cl:1][C:2]1[CH:3]=[C:4]2[C:9](=[CH:10][CH:11]=1)[CH2:8][C:7](=O)[CH2:6][CH2:5]2.CN(C)[CH:15]=[O:16].P(Br)(Br)[Br:19]. (2) Given the product [CH3:22][O:23][C:24]1[CH:25]=[C:26]([NH:27][C:11](=[O:13])/[CH:10]=[CH:9]/[C:8]2[CH:7]=[CH:6][C:5]([C:1]([CH3:2])([CH3:3])[CH3:4])=[CH:15][CH:14]=2)[CH:28]=[CH:29][C:30]=1[O:31][CH3:32], predict the reactants needed to synthesize it. The reactants are: [C:1]([C:5]1[CH:15]=[CH:14][C:8](/[CH:9]=[CH:10]/[C:11]([OH:13])=O)=[CH:7][CH:6]=1)([CH3:4])([CH3:3])[CH3:2].C(Cl)(=O)C(Cl)=O.[CH3:22][O:23][C:24]1[CH:25]=[C:26]([CH:28]=[CH:29][C:30]=1[O:31][CH3:32])[NH2:27].C(=O)([O-])[O-].[K+].[K+]. (3) Given the product [CH3:15][O:14][C:11]1[CH:10]=[CH:9][C:8]([CH2:7][N:6]2[C:2]3[N:1]=[C:19]([OH:20])[N:18]=[C:16]([OH:17])[C:3]=3[N:4]=[N:5]2)=[CH:13][CH:12]=1, predict the reactants needed to synthesize it. The reactants are: [NH2:1][C:2]1[N:6]([CH2:7][C:8]2[CH:13]=[CH:12][C:11]([O:14][CH3:15])=[CH:10][CH:9]=2)[N:5]=[N:4][C:3]=1[C:16]([NH2:18])=[O:17].[C:19](=O)(OCC)[O:20]CC.CC(C)([O-])C.[K+].O.